From a dataset of Forward reaction prediction with 1.9M reactions from USPTO patents (1976-2016). Predict the product of the given reaction. (1) Given the reactants [CH3:1][O:2][C:3]1[CH:8]=[CH:7][C:6]([C@H:9]2[CH2:11][C@@H:10]2[CH2:12][OH:13])=[CH:5][CH:4]=1.Cl[C:15]1[CH:20]=[CH:19][N:18]2[C:21]([CH2:24][CH:25]3[CH2:27][CH2:26]3)=[N:22][N:23]=[C:17]2[C:16]=1[C:28]([F:31])([F:30])[F:29], predict the reaction product. The product is: [CH:25]1([CH2:24][C:21]2[N:18]3[CH:19]=[CH:20][C:15]([O:13][CH2:12][C@H:10]4[CH2:11][C@@H:9]4[C:6]4[CH:7]=[CH:8][C:3]([O:2][CH3:1])=[CH:4][CH:5]=4)=[C:16]([C:28]([F:29])([F:30])[F:31])[C:17]3=[N:23][N:22]=2)[CH2:27][CH2:26]1. (2) The product is: [CH3:32][O:31][C:28]1[CH:29]=[CH:30][C:25]([CH2:24][N:23]([CH2:33][C:34]2[CH:39]=[CH:38][C:37]([O:40][CH3:41])=[CH:36][CH:35]=2)[C:20]2[N:19]=[CH:18][C:17]([C:16]3[C:11]4[CH2:10][CH2:9][N:8]([C:5]5[CH:4]=[CH:3][C:2]([N:53]([CH3:54])[CH2:52][CH2:51][CH2:50][N:49]([CH3:55])[CH3:48])=[N:7][CH:6]=5)[C:12]=4[N:13]=[C:14]([N:42]4[CH2:47][CH2:46][O:45][CH2:44][CH2:43]4)[N:15]=3)=[CH:22][N:21]=2)=[CH:26][CH:27]=1. Given the reactants Cl[C:2]1[N:7]=[CH:6][C:5]([N:8]2[C:12]3[N:13]=[C:14]([N:42]4[CH2:47][CH2:46][O:45][CH2:44][CH2:43]4)[N:15]=[C:16]([C:17]4[CH:18]=[N:19][C:20]([N:23]([CH2:33][C:34]5[CH:39]=[CH:38][C:37]([O:40][CH3:41])=[CH:36][CH:35]=5)[CH2:24][C:25]5[CH:30]=[CH:29][C:28]([O:31][CH3:32])=[CH:27][CH:26]=5)=[N:21][CH:22]=4)[C:11]=3[CH2:10][CH2:9]2)=[CH:4][CH:3]=1.[CH3:48][N:49]([CH3:55])[CH2:50][CH2:51][CH2:52][NH:53][CH3:54], predict the reaction product.